From a dataset of Catalyst prediction with 721,799 reactions and 888 catalyst types from USPTO. Predict which catalyst facilitates the given reaction. (1) Reactant: [OH:1][C@@H:2]1[C@@H:10]([C@@H:11]([OH:16])[C:12]([F:15])([F:14])[F:13])[O:9][C@H:8]2[C@H:4]([N:5]=[C:6]([N:17]([CH2:25][CH3:26])[C:18](=[O:24])[O:19][C:20]([CH3:23])([CH3:22])[CH3:21])[S:7]2)[C@H:3]1[OH:27].[Li+].[CH3:29][Si]([N-][Si](C)(C)C)(C)C.CI. Product: [OH:1][C@@H:2]1[C@@H:10]([C@@H:11]([O:16][CH3:29])[C:12]([F:14])([F:13])[F:15])[O:9][C@H:8]2[C@H:4]([N:5]=[C:6]([N:17]([CH2:25][CH3:26])[C:18](=[O:24])[O:19][C:20]([CH3:22])([CH3:23])[CH3:21])[S:7]2)[C@H:3]1[OH:27]. The catalyst class is: 3. (2) Reactant: [Cl:1][C:2]1[C:11]([C:12]2[N:13]([C:23]([O:25][C:26]([CH3:29])([CH3:28])[CH3:27])=[O:24])[C:14]3[C:19]([CH:20]=2)=[CH:18][C:17]([CH2:21][OH:22])=[CH:16][CH:15]=3)=[CH:10][C:9]2[C:4](=[CH:5][CH:6]=[CH:7][CH:8]=2)[N:3]=1. Product: [Cl:1][C:2]1[C:11]([C:12]2[N:13]([C:23]([O:25][C:26]([CH3:29])([CH3:28])[CH3:27])=[O:24])[C:14]3[C:19]([CH:20]=2)=[CH:18][C:17]([CH:21]=[O:22])=[CH:16][CH:15]=3)=[CH:10][C:9]2[C:4](=[CH:5][CH:6]=[CH:7][CH:8]=2)[N:3]=1. The catalyst class is: 704. (3) Reactant: [Si]([O:8][CH2:9][CH2:10][O:11][NH:12][C:13]([C:15]1[C:16]2[CH2:34][CH2:33][CH2:32][C:17]=2[C:18](=[O:31])[N:19]([CH3:30])[C:20]=1[NH:21][C:22]1[CH:27]=[CH:26][C:25]([I:28])=[CH:24][C:23]=1[F:29])=[O:14])(C(C)(C)C)(C)C.CCCC[N+](CCCC)(CCCC)CCCC.[F-]. Product: [F:29][C:23]1[CH:24]=[C:25]([I:28])[CH:26]=[CH:27][C:22]=1[NH:21][C:20]1[N:19]([CH3:30])[C:18](=[O:31])[C:17]2[CH2:32][CH2:33][CH2:34][C:16]=2[C:15]=1[C:13]([NH:12][O:11][CH2:10][CH2:9][OH:8])=[O:14]. The catalyst class is: 1.